Dataset: Reaction yield outcomes from USPTO patents with 853,638 reactions. Task: Predict the reaction yield, written as a fraction of the theoretical maximum amount of product (1.0 means a 100% yield; for example, 0.34 means a 34% yield). (1) The reactants are [CH2:1]([NH:5][C:6](=[O:12])[O:7][C:8]([CH3:11])([CH3:10])[CH3:9])[CH2:2][C:3]#[CH:4].[Br:13]N1C(=O)CCC1=O. The catalyst is CC(C)=O.[N+]([O-])([O-])=O.[Ag+]. The product is [C:8]([O:7][C:6](=[O:12])[NH:5][CH2:1][CH2:2][C:3]#[C:4][Br:13])([CH3:9])([CH3:11])[CH3:10]. The yield is 0.590. (2) The reactants are [CH3:1][O:2][C:3]1[CH:4]=[C:5]2[CH:11]=[CH:10][N:9]([S:12]([C:15]3[CH:20]=[CH:19][CH:18]=[CH:17][CH:16]=3)(=[O:14])=[O:13])[C:6]2=[N:7][CH:8]=1.[CH:21]([N-]C(C)C)(C)C.[Li+].C(NC(C)C)(C)C.CI. The catalyst is C1COCC1. The product is [CH3:1][O:2][C:3]1[CH:4]=[C:5]2[CH:11]=[C:10]([CH3:21])[N:9]([S:12]([C:15]3[CH:16]=[CH:17][CH:18]=[CH:19][CH:20]=3)(=[O:14])=[O:13])[C:6]2=[N:7][CH:8]=1. The yield is 0.850.